Predict the reaction yield, written as a fraction of the theoretical maximum amount of product (1.0 means a 100% yield; for example, 0.34 means a 34% yield). From a dataset of Reaction yield outcomes from USPTO patents with 853,638 reactions. (1) The reactants are Cl[C:2]1[N:7]=[N:6][C:5]([C:8]([O:10]C)=[O:9])=[CH:4][CH:3]=1.CC1(C)C(C)(C)OB([C:20]2[CH2:21][CH2:22][O:23][CH2:24][CH:25]=2)O1.C([O-])([O-])=O.[Cs+].[Cs+].Cl. The catalyst is O1CCOCC1.C1C=CC([P]([Pd]([P](C2C=CC=CC=2)(C2C=CC=CC=2)C2C=CC=CC=2)([P](C2C=CC=CC=2)(C2C=CC=CC=2)C2C=CC=CC=2)[P](C2C=CC=CC=2)(C2C=CC=CC=2)C2C=CC=CC=2)(C2C=CC=CC=2)C2C=CC=CC=2)=CC=1.O. The product is [O:23]1[CH2:22][CH:21]=[C:20]([C:2]2[N:7]=[N:6][C:5]([C:8]([OH:10])=[O:9])=[CH:4][CH:3]=2)[CH2:25][CH2:24]1. The yield is 0.792. (2) The reactants are [Cl:1][C:2]1[C:3]([NH:18][C:19]2[CH:27]=[CH:26][CH:25]=[CH:24][C:20]=2[C:21]([OH:23])=O)=[CH:4][C:5]([NH:8][C:9]2[N:13]([CH:14]([CH3:16])[CH3:15])[N:12]=[C:11]([CH3:17])[CH:10]=2)=[N:6][CH:7]=1.ON1C2C=CC=CC=2N=N1.CN(C)CCCN=C=NCC.Cl.[CH3:50][O:51][NH2:52].C(N(C(C)C)CC)(C)C. The catalyst is CN(C)C=O.C(O)(=O)C.O. The product is [Cl:1][C:2]1[C:3]([NH:18][C:19]2[CH:27]=[CH:26][CH:25]=[CH:24][C:20]=2[C:21]([NH:52][O:51][CH3:50])=[O:23])=[CH:4][C:5]([NH:8][C:9]2[N:13]([CH:14]([CH3:15])[CH3:16])[N:12]=[C:11]([CH3:17])[CH:10]=2)=[N:6][CH:7]=1. The yield is 0.940. (3) The reactants are [CH3:1][O:2][C:3]1[CH:4]=[C:5]2[C:9](=[CH:10][CH:11]=1)[N:8]([CH3:12])[CH:7]=[C:6]2[C:13]1[N:26](COCC[Si](C)(C)C)[C:16]2=[N:17][CH:18]=[C:19]([CH2:21][NH:22][C:23](=[O:25])[CH3:24])[N:20]=[C:15]2[CH:14]=1.C(N)CN.CCCC[N+](CCCC)(CCCC)CCCC.[F-].CCOC(C)=O. The catalyst is CN(C=O)C. The product is [CH3:1][O:2][C:3]1[CH:4]=[C:5]2[C:9](=[CH:10][CH:11]=1)[N:8]([CH3:12])[CH:7]=[C:6]2[C:13]1[NH:26][C:16]2=[N:17][CH:18]=[C:19]([CH2:21][NH:22][C:23](=[O:25])[CH3:24])[N:20]=[C:15]2[CH:14]=1. The yield is 0.740. (4) The reactants are CS([C:4]1[S:5][C:6]2[CH:12]=[C:11]([CH2:13][N:14]3[CH:19]=[CH:18][N:17]=[C:16]([N:20]4[CH2:25][CH2:24][O:23][CH2:22][CH2:21]4)[C:15]3=[O:26])[CH:10]=[CH:9][C:7]=2[N:8]=1)=O.[NH2:27][C@@H:28]1[CH2:33][CH2:32][CH2:31][CH2:30][C@H:29]1[OH:34].CCN(C(C)C)C(C)C.O. The catalyst is CC(N(C)C)=O. The product is [OH:34][C@@H:29]1[CH2:30][CH2:31][CH2:32][CH2:33][C@H:28]1[NH:27][C:4]1[S:5][C:6]2[CH:12]=[C:11]([CH2:13][N:14]3[CH:19]=[CH:18][N:17]=[C:16]([N:20]4[CH2:25][CH2:24][O:23][CH2:22][CH2:21]4)[C:15]3=[O:26])[CH:10]=[CH:9][C:7]=2[N:8]=1. The yield is 0.265. (5) The reactants are [OH:1][CH2:2][CH2:3][N:4]([CH3:16])[C:5]1[CH:15]=[CH:14][C:8]([C:9]([O:11]CC)=[O:10])=[CH:7][CH:6]=1.[OH-].[Na+].O. The catalyst is CO. The product is [OH:1][CH2:2][CH2:3][N:4]([CH3:16])[C:5]1[CH:15]=[CH:14][C:8]([C:9]([OH:11])=[O:10])=[CH:7][CH:6]=1. The yield is 0.270.